This data is from Reaction yield outcomes from USPTO patents with 853,638 reactions. The task is: Predict the reaction yield, written as a fraction of the theoretical maximum amount of product (1.0 means a 100% yield; for example, 0.34 means a 34% yield). The catalyst is O1CCCC1. The reactants are [CH2:1]([O:8][C:9]1[CH:10]=[C:11]([CH:31]=[C:32]([CH2:34][O:35][C:36]2[CH:41]=[CH:40][C:39]([Cl:42])=[CH:38][C:37]=2[Cl:43])[CH:33]=1)[CH2:12][O:13][Si](C(C)(C)C)(C1C=CC=CC=1)C1C=CC=CC=1)[C:2]1[CH:7]=[CH:6][CH:5]=[CH:4][CH:3]=1.[F-].C([N+](CCCC)(CCCC)CCCC)CCC.C(=O)([O-])O.[Na+]. The product is [CH2:1]([O:8][C:9]1[CH:10]=[C:11]([CH2:12][OH:13])[CH:31]=[C:32]([CH2:34][O:35][C:36]2[CH:41]=[CH:40][C:39]([Cl:42])=[CH:38][C:37]=2[Cl:43])[CH:33]=1)[C:2]1[CH:7]=[CH:6][CH:5]=[CH:4][CH:3]=1. The yield is 0.790.